This data is from Catalyst prediction with 721,799 reactions and 888 catalyst types from USPTO. The task is: Predict which catalyst facilitates the given reaction. (1) Reactant: [C:1]([O:5][C:6]([N:8]1[CH2:12][CH:11](OS(C)(=O)=O)[CH2:10][CH:9]1[C:18]([CH3:26])([CH3:25])[O:19][SiH2:20][C:21]([CH3:24])([CH3:23])[CH3:22])=[O:7])([CH3:4])([CH3:3])[CH3:2].[N-:27]=[N+:28]=[N-:29].[Na+].O.CCCCCC.C(OCC)(=O)C. Product: [C:1]([O:5][C:6]([N:8]1[CH2:12][CH:11]([N:27]=[N+:28]=[N-:29])[CH2:10][CH:9]1[C:18]([CH3:26])([CH3:25])[O:19][SiH2:20][C:21]([CH3:24])([CH3:23])[CH3:22])=[O:7])([CH3:4])([CH3:3])[CH3:2]. The catalyst class is: 3. (2) Reactant: OC(C(F)(F)F)=O.[CH3:8][C:9]1[C:14]([N:15]2[CH2:19][CH:18]([C:20]([OH:22])=O)[N:17]([CH3:23])[C:16]2=[O:24])=[CH:13][CH:12]=[C:11]([CH3:25])[N:10]=1.C(N1CCOCC1)C.O.ON1C2C=CC=CC=2N=N1.Cl.C(N=C=NCCCN(C)C)C.[Cl:57][C:58]1[C:63]([C:64]([F:67])([F:66])[F:65])=[CH:62][CH:61]=[CH:60][C:59]=1[CH2:68][NH2:69]. Product: [Cl:57][C:58]1[C:63]([C:64]([F:66])([F:67])[F:65])=[CH:62][CH:61]=[CH:60][C:59]=1[CH2:68][NH:69][C:20]([CH:18]1[CH2:19][N:15]([C:14]2[C:9]([CH3:8])=[N:10][C:11]([CH3:25])=[CH:12][CH:13]=2)[C:16](=[O:24])[N:17]1[CH3:23])=[O:22]. The catalyst class is: 4. (3) Reactant: [Si:1]([O:8][N:9]=[C:10]1[C:18]2[C:13](=[CH:14][C:15]([NH:19][C:20]3[C:28]4[C:23](=[CH:24][N:25]=[CH:26][CH:27]=4)[O:22][C:21]=3[C:29]3[N:34]=[CH:33][C:32]([CH:35]=O)=[CH:31][N:30]=3)=[CH:16][CH:17]=2)[CH2:12][CH2:11]1)([C:4]([CH3:7])([CH3:6])[CH3:5])([CH3:3])[CH3:2].[CH3:37][N:38]1[CH2:43][CH2:42][NH:41][CH2:40][CH2:39]1.[BH-](OC(C)=O)(OC(C)=O)OC(C)=O.[Na+]. Product: [Si:1]([O:8][N:9]=[C:10]1[C:18]2[C:13](=[CH:14][C:15]([NH:19][C:20]3[C:28]4[C:23](=[CH:24][N:25]=[CH:26][CH:27]=4)[O:22][C:21]=3[C:29]3[N:30]=[CH:31][C:32]([CH2:35][N:41]4[CH2:42][CH2:43][N:38]([CH3:37])[CH2:39][CH2:40]4)=[CH:33][N:34]=3)=[CH:16][CH:17]=2)[CH2:12][CH2:11]1)([C:4]([CH3:7])([CH3:6])[CH3:5])([CH3:3])[CH3:2]. The catalyst class is: 4. (4) Reactant: [N:1]1([CH2:6][C:7]([N:9]2[C:17]3[C:12](=[CH:13][C:14]([NH2:18])=[CH:15][CH:16]=3)[CH2:11][CH2:10]2)=[O:8])[CH:5]=[CH:4][CH:3]=[N:2]1.[CH3:19][N:20]([CH3:36])[C:21]1[CH:26]=[CH:25][C:24]([C:27]2[C:28]([C:33](O)=[O:34])=[CH:29][CH:30]=[CH:31][CH:32]=2)=[CH:23][CH:22]=1.F[P-](F)(F)(F)(F)F.N1(O[P+](N2CCCC2)(N2CCCC2)N2CCCC2)C2C=CC=CC=2N=N1.C(N(C(C)C)CC)(C)C. Product: [CH3:19][N:20]([CH3:36])[C:21]1[CH:22]=[CH:23][C:24]([C:27]2[C:28]([C:33]([NH:18][C:14]3[CH:13]=[C:12]4[C:17](=[CH:16][CH:15]=3)[N:9]([C:7](=[O:8])[CH2:6][N:1]3[CH:5]=[CH:4][CH:3]=[N:2]3)[CH2:10][CH2:11]4)=[O:34])=[CH:29][CH:30]=[CH:31][CH:32]=2)=[CH:25][CH:26]=1. The catalyst class is: 255. (5) Reactant: C([N-]C(C)C)(C)C.[Li+].C[Si]([CH2:13][C:14]([O:16][CH3:17])=[O:15])(C)C.[Si:18]([O:25][C:26]1[C:27]([F:38])=[C:28]([C:32](=O)[CH2:33][CH:34]2[CH2:36][CH2:35]2)[CH:29]=[CH:30][CH:31]=1)([C:21]([CH3:24])([CH3:23])[CH3:22])([CH3:20])[CH3:19]. Product: [Si:18]([O:25][C:26]1[C:27]([F:38])=[C:28]([C:32]([CH2:33][CH:34]2[CH2:36][CH2:35]2)=[CH:13][C:14]([O:16][CH3:17])=[O:15])[CH:29]=[CH:30][CH:31]=1)([C:21]([CH3:24])([CH3:23])[CH3:22])([CH3:20])[CH3:19]. The catalyst class is: 1. (6) Reactant: [C:1]([N:8]1[CH2:13][CH2:12][C:11](=[O:14])[CH2:10][CH2:9]1)([O:3][C:4]([CH3:7])([CH3:6])[CH3:5])=[O:2]. Product: [C:4]([O:3][C:1]([N:8]1[CH2:13][CH2:12][C:11](=[O:14])[C:10](=[CH:1][N:8]([CH3:13])[CH3:9])[CH2:9]1)=[O:2])([CH3:7])([CH3:6])[CH3:5]. The catalyst class is: 12. (7) Reactant: [C:1]([O:5][C:6]([N:8]1[CH2:13][CH2:12][N:11]([C:14]([C:16]2[CH:20]=[C:19]([CH3:21])[N:18]([C:22]3[CH:27]=[CH:26][CH:25]=[CH:24][CH:23]=3)[C:17]=2[C:28]2[CH:33]=[CH:32][CH:31]=[CH:30][CH:29]=2)=[O:15])[C@H:10]([CH2:34][N:35]2[CH2:40][CH2:39][CH:38]([C:41]([OH:43])=O)[CH2:37][CH2:36]2)[CH2:9]1)=[O:7])([CH3:4])([CH3:3])[CH3:2].[NH2:44][CH2:45][CH2:46][CH2:47][CH2:48][OH:49].CCN=C=NCCCN(C)C.Cl.C1C=CC2N(O)N=NC=2C=1.C(=O)(O)[O-].[Na+]. Product: [OH:49][CH2:48][CH2:47][CH2:46][CH2:45][NH:44][C:41]([CH:38]1[CH2:37][CH2:36][N:35]([CH2:34][C@H:10]2[N:11]([C:14]([C:16]3[CH:20]=[C:19]([CH3:21])[N:18]([C:22]4[CH:27]=[CH:26][CH:25]=[CH:24][CH:23]=4)[C:17]=3[C:28]3[CH:29]=[CH:30][CH:31]=[CH:32][CH:33]=3)=[O:15])[CH2:12][CH2:13][N:8]([C:6]([O:5][C:1]([CH3:2])([CH3:4])[CH3:3])=[O:7])[CH2:9]2)[CH2:40][CH2:39]1)=[O:43]. The catalyst class is: 3.